From a dataset of Reaction yield outcomes from USPTO patents with 853,638 reactions. Predict the reaction yield, written as a fraction of the theoretical maximum amount of product (1.0 means a 100% yield; for example, 0.34 means a 34% yield). (1) The reactants are [CH2:1]([O:8][C:9]1[C:18](=[O:19])[N:17]2[C:12]([CH:13]([CH3:20])[O:14][CH2:15][CH2:16]2)=[N:11][C:10]=1[C:21]([OH:23])=O)[C:2]1[CH:7]=[CH:6][CH:5]=[CH:4][CH:3]=1.FC(F)(F)C(O)=O.[NH2:31][CH2:32][C:33]1[CH:42]=[CH:41][C:40]([F:43])=[CH:39][C:34]=1[C:35]([NH:37][CH3:38])=[O:36].C(N(CC)CC)C.F[P-](F)(F)(F)(F)F.N1(O[P+](N2CCCC2)(N2CCCC2)N2CCCC2)C2C=CC=CC=2N=N1. The catalyst is ClCCl.C(OCC)(=O)C. The product is [F:43][C:40]1[CH:41]=[CH:42][C:33]([CH2:32][NH:31][C:21]([C:10]2[N:11]=[C:12]3[N:17]([C:18](=[O:19])[C:9]=2[O:8][CH2:1][C:2]2[CH:3]=[CH:4][CH:5]=[CH:6][CH:7]=2)[CH2:16][CH2:15][O:14][CH:13]3[CH3:20])=[O:23])=[C:34]([C:35](=[O:36])[NH:37][CH3:38])[CH:39]=1. The yield is 1.00. (2) The reactants are [Cl-:1].C[O:3][C:4](=[O:16])[CH2:5][N:6]1[CH:10]=[CH:9][N+:8]([CH2:11][C:12](=[O:15])[O:13]C)=[CH:7]1.Cl. No catalyst specified. The product is [Cl-:1].[C:12]([CH2:11][N:8]1[CH:9]=[CH:10][N+:6]([CH2:5][C:4]([OH:16])=[O:3])=[CH:7]1)([OH:15])=[O:13]. The yield is 0.877. (3) The reactants are Br[C:2]1[N:3]=[CH:4][S:5][C:6]=1[NH:7][C:8](=[O:14])[O:9][C:10]([CH3:13])([CH3:12])[CH3:11].O1[CH2:20][CH2:19]OCC1. The catalyst is C1C=CC([P]([Pd]([P](C2C=CC=CC=2)(C2C=CC=CC=2)C2C=CC=CC=2)([P](C2C=CC=CC=2)(C2C=CC=CC=2)C2C=CC=CC=2)[P](C2C=CC=CC=2)(C2C=CC=CC=2)C2C=CC=CC=2)(C2C=CC=CC=2)C2C=CC=CC=2)=CC=1. The product is [N:3]1[CH:20]=[CH:19][N:7]=[CH:6][C:2]=1[C:2]1[N:3]=[CH:4][S:5][C:6]=1[NH:7][C:8](=[O:14])[O:9][C:10]([CH3:13])([CH3:12])[CH3:11]. The yield is 0.620. (4) The reactants are [Si]([O:8][CH2:9][CH2:10][N:11]1[C:16]2[CH:17]=[C:18]([O:21][CH3:22])[CH:19]=[CH:20][C:15]=2[O:14][CH2:13][C:12]1=[O:23])(C(C)(C)C)(C)C.[F-].C([N+](CCCC)(CCCC)CCCC)CCC. The catalyst is O1CCCC1. The product is [OH:8][CH2:9][CH2:10][N:11]1[C:16]2[CH:17]=[C:18]([O:21][CH3:22])[CH:19]=[CH:20][C:15]=2[O:14][CH2:13][C:12]1=[O:23]. The yield is 0.620. (5) The reactants are C1(C(F)(F)F)C=CC=CC=1.[F:11][C:12]([N:17]1[CH:21]=[CH:20][N:19]=[CH:18]1)(F)[CH:13]([F:15])[F:14]. The catalyst is O. The product is [F:11][C:12]([N:17]1[CH:21]=[CH:20][N:19]=[CH:18]1)=[C:13]([F:15])[F:14]. The yield is 0.0700. (6) The reactants are [OH-].[Li+].C([O:6][C:7]1[CH:16]=[CH:15][C:10]([C:11]([O:13]C)=[O:12])=[CH:9][C:8]=1[CH2:17][CH:18]=[C:19]([CH3:21])[CH3:20])(=O)C.C1COCC1.CO.O.Cl. The catalyst is C1COCC1. The product is [OH:6][C:7]1[CH:16]=[CH:15][C:10]([C:11]([OH:13])=[O:12])=[CH:9][C:8]=1[CH2:17][CH:18]=[C:19]([CH3:21])[CH3:20]. The yield is 0.750. (7) The reactants are Cl.[CH3:2][O:3][C:4](=[O:10])[CH2:5][CH2:6][CH2:7][NH:8][CH3:9].[C:11]1([C:32]2[CH:37]=[CH:36][CH:35]=[CH:34][CH:33]=2)[CH:16]=[CH:15][CH:14]=[CH:13][C:12]=1[NH:17][C:18]([O:20][CH:21]1[CH2:26][CH2:25][N:24]([CH2:27][CH2:28][C:29](O)=[O:30])[CH2:23][CH2:22]1)=[O:19].F[P-](F)(F)(F)(F)F.C[N+](C)=C(N(C)C)ON1C2N=CC=CC=2N=N1.C(N(CC)C(C)C)(C)C. The product is [CH3:2][O:3][C:4](=[O:10])[CH2:5][CH2:6][CH2:7][NH:8][CH2:9][C:29](=[O:30])[CH2:28][CH2:27][N:24]1[CH2:25][CH2:26][CH:21]([O:20][C:18](=[O:19])[NH:17][C:12]2[CH:13]=[CH:14][CH:15]=[CH:16][C:11]=2[C:32]2[CH:33]=[CH:34][CH:35]=[CH:36][CH:37]=2)[CH2:22][CH2:23]1. The catalyst is C(Cl)Cl.O. The yield is 1.00.